From a dataset of Catalyst prediction with 721,799 reactions and 888 catalyst types from USPTO. Predict which catalyst facilitates the given reaction. (1) Reactant: [C:1]1([CH2:7][O:8][C:9](=[O:25])[NH:10][CH2:11][S:12]([C:15]2[CH:20]=[CH:19][C:18](F)=[C:17]([N+:22]([O-:24])=[O:23])[CH:16]=2)(=[O:14])=[O:13])[CH:6]=[CH:5][CH:4]=[CH:3][CH:2]=1.[NH3:26].CO. Product: [C:1]1([CH2:7][O:8][C:9](=[O:25])[NH:10][CH2:11][S:12]([C:15]2[CH:20]=[CH:19][C:18]([NH2:26])=[C:17]([N+:22]([O-:24])=[O:23])[CH:16]=2)(=[O:14])=[O:13])[CH:6]=[CH:5][CH:4]=[CH:3][CH:2]=1. The catalyst class is: 1. (2) Reactant: Br[CH2:2][CH2:3][CH2:4][CH:5]=[CH2:6].CON(C)[C:10]([C:12]1[C:13]([CH:26]=[CH2:27])=[N:14][N:15]([CH2:17][C:18]2[CH:23]=[CH:22][C:21]([O:24][CH3:25])=[CH:20][CH:19]=2)[CH:16]=1)=[O:11]. Product: [CH3:25][O:24][C:21]1[CH:20]=[CH:19][C:18]([CH2:17][N:15]2[CH:16]=[C:12]([C:10](=[O:11])[CH2:6][CH2:5][CH2:4][CH:3]=[CH2:2])[C:13]([CH:26]=[CH2:27])=[N:14]2)=[CH:23][CH:22]=1. The catalyst class is: 1.